This data is from Full USPTO retrosynthesis dataset with 1.9M reactions from patents (1976-2016). The task is: Predict the reactants needed to synthesize the given product. (1) The reactants are: [CH2:1]([O:4][C:5]1[CH:10]=[CH:9][C:8]([N+:11]([O-])=O)=[CH:7][CH:6]=1)[C:2]#[CH:3].[NH4+].[Cl-]. Given the product [CH2:1]([O:4][C:5]1[CH:10]=[CH:9][C:8]([NH2:11])=[CH:7][CH:6]=1)[C:2]#[CH:3], predict the reactants needed to synthesize it. (2) Given the product [NH2:1][C:2]1[C:7]([C:8]#[N:9])=[C:6]([C:10]2[CH:11]=[CH:12][C:13]([O:16][CH2:17][C@H:18]([OH:19])[CH2:22][OH:21])=[CH:14][CH:15]=2)[C:5]([C:25]#[N:26])=[C:4]([O:27][CH2:28][C:29]2[N:30]=[C:31]([C:34]3[CH:35]=[CH:36][C:37]([Cl:40])=[CH:38][CH:39]=3)[O:32][CH:33]=2)[N:3]=1, predict the reactants needed to synthesize it. The reactants are: [NH2:1][C:2]1[C:7]([C:8]#[N:9])=[C:6]([C:10]2[CH:15]=[CH:14][C:13]([O:16][CH2:17][C@H:18]3[CH2:22][O:21]C(C)(C)[O:19]3)=[CH:12][CH:11]=2)[C:5]([C:25]#[N:26])=[C:4]([O:27][CH2:28][C:29]2[N:30]=[C:31]([C:34]3[CH:39]=[CH:38][C:37]([Cl:40])=[CH:36][CH:35]=3)[O:32][CH:33]=2)[N:3]=1.O. (3) The reactants are: C[O:2][C:3]1[CH:4]=[C:5]([C:11]([CH3:16])([CH3:15])[C:12]([OH:14])=[O:13])[CH:6]=[C:7]([O:9]C)[CH:8]=1. Given the product [OH:2][C:3]1[CH:4]=[C:5]([C:11]([CH3:16])([CH3:15])[C:12]([OH:14])=[O:13])[CH:6]=[C:7]([OH:9])[CH:8]=1, predict the reactants needed to synthesize it. (4) Given the product [C:22]([O:21][C:19]([NH:18][C@@:13]1([CH3:17])[CH:14]([F:16])[CH2:15][NH:11][CH2:12]1)=[O:20])([CH3:25])([CH3:23])[CH3:24], predict the reactants needed to synthesize it. The reactants are: C(OC([N:11]1[CH2:15][CH:14]([F:16])[C@@:13]([NH:18][C:19]([O:21][C:22]([CH3:25])([CH3:24])[CH3:23])=[O:20])([CH3:17])[CH2:12]1)=O)C1C=CC=CC=1. (5) Given the product [OH:22][C:16]1[CH:21]=[CH:20][C:19]2[S:9][C:8]3[C:7](=[CH:13][CH:12]=[CH:11][CH:10]=3)[C:6](=[O:15])[C:18]=2[CH:17]=1, predict the reactants needed to synthesize it. The reactants are: S(=O)(=O)(O)O.[C:6]([OH:15])(=O)[C:7]1[C:8](=[CH:10][CH:11]=[CH:12][CH:13]=1)[SH:9].[C:16]1([OH:22])[CH:21]=[CH:20][CH:19]=[CH:18][CH:17]=1. (6) Given the product [CH3:20][O:21][C:22]1[CH:27]=[CH:26][C:25]([C:2]2[C:10]3[C:5](=[CH:6][CH:7]=[CH:8][CH:9]=3)[N:4]([S:11]([C:14]3[CH:19]=[CH:18][CH:17]=[CH:16][CH:15]=3)(=[O:13])=[O:12])[CH:3]=2)=[CH:24][CH:23]=1, predict the reactants needed to synthesize it. The reactants are: Br[C:2]1[C:10]2[C:5](=[CH:6][CH:7]=[CH:8][CH:9]=2)[N:4]([S:11]([C:14]2[CH:19]=[CH:18][CH:17]=[CH:16][CH:15]=2)(=[O:13])=[O:12])[CH:3]=1.[CH3:20][O:21][C:22]1[CH:27]=[CH:26][C:25](B(O)O)=[CH:24][CH:23]=1.C(=O)([O-])O.[Na+].